From a dataset of Forward reaction prediction with 1.9M reactions from USPTO patents (1976-2016). Predict the product of the given reaction. (1) Given the reactants [N+:1]([C:4]1[CH:5]=[C:6]2[NH:12]C(=O)[O:10][C:8](=O)[C:7]2=[CH:14][CH:15]=1)([O-:3])=[O:2].[CH3:16][O:17][C:18]1[CH:23]=[CH:22][C:21]([NH2:24])=[CH:20][CH:19]=1, predict the reaction product. The product is: [NH2:12][C:6]1[CH:5]=[C:4]([N+:1]([O-:3])=[O:2])[CH:15]=[CH:14][C:7]=1[C:8]([NH:24][C:21]1[CH:22]=[CH:23][C:18]([O:17][CH3:16])=[CH:19][CH:20]=1)=[O:10]. (2) Given the reactants [Cl:1][C:2]1[CH:3]=[C:4]([C:9]23[CH2:14][CH:13]2[CH:12]([OH:15])[CH2:11][CH2:10]3)[CH:5]=[CH:6][C:7]=1[Cl:8].N1C=CC=CC=1.CC(OI1(OC(C)=O)(OC(C)=O)OC(=O)C2C=CC=CC1=2)=O, predict the reaction product. The product is: [Cl:1][C:2]1[CH:3]=[C:4]([C:9]23[CH2:14][CH:13]2[C:12](=[O:15])[CH2:11][CH2:10]3)[CH:5]=[CH:6][C:7]=1[Cl:8]. (3) Given the reactants [F:1][C:2]1[CH:35]=[C:34]([F:36])[CH:33]=[CH:32][C:3]=1[CH2:4][N:5]1[C:9]2=[CH:10][N:11]=[C:12]([C:14]([OH:16])=O)[CH:13]=[C:8]2[C:7]([CH2:17][N:18]2[CH2:23][CH2:22][C:21]([OH:31])([CH2:24][N:25]3[CH2:29][CH2:28][CH2:27][C:26]3=[O:30])[CH2:20][CH2:19]2)=[CH:6]1.CN(C(ON1N=NC2C=CC=NC1=2)=[N+](C)C)C.F[P-](F)(F)(F)(F)F.C(N(CC)CC)C.Cl.[CH2:69]([O:71][NH2:72])[CH3:70], predict the reaction product. The product is: [F:1][C:2]1[CH:35]=[C:34]([F:36])[CH:33]=[CH:32][C:3]=1[CH2:4][N:5]1[C:9]2=[CH:10][N:11]=[C:12]([C:14]([NH:72][O:71][CH2:69][CH3:70])=[O:16])[CH:13]=[C:8]2[C:7]([CH2:17][N:18]2[CH2:23][CH2:22][C:21]([OH:31])([CH2:24][N:25]3[CH2:29][CH2:28][CH2:27][C:26]3=[O:30])[CH2:20][CH2:19]2)=[CH:6]1. (4) Given the reactants [F:1][C:2]([C:11]([F:14])([F:13])[F:12])([C:7]([F:10])([F:9])[F:8])[CH2:3][CH2:4][CH2:5][OH:6].[Mn]([O-])(=O)(=O)=[O:16].[K+].C(O)(C)(C)C, predict the reaction product. The product is: [F:1][C:2]([C:11]([F:12])([F:13])[F:14])([C:7]([F:9])([F:8])[F:10])[CH2:3][CH2:4][C:5]([OH:16])=[O:6]. (5) Given the reactants [Cl:1][C:2]1[C:7](=[O:8])[C:6]([OH:9])=[CH:5][N:4]([CH3:10])[C:3]=1[CH3:11].C(=O)([O-])[O-].[K+].[K+].C[O:19][CH:20](O)[C:21]([F:24])([F:23])[F:22], predict the reaction product. The product is: [Cl:1][C:2]1[C:7](=[O:8])[C:6]([OH:9])=[C:5]([CH:20]([OH:19])[C:21]([F:24])([F:23])[F:22])[N:4]([CH3:10])[C:3]=1[CH3:11].